Dataset: Forward reaction prediction with 1.9M reactions from USPTO patents (1976-2016). Task: Predict the product of the given reaction. (1) Given the reactants Cl[C:2]1[CH:7]=[C:6]([C:8]2[S:12][C:11]3[CH:13]=[CH:14][C:15]([Cl:17])=[CH:16][C:10]=3[C:9]=2[CH3:18])[CH:5]=[CH:4][N:3]=1.C1(C2C=CC=CC=2)C=CC=CC=1P(C1CCCCC1)C1CCCCC1.[Li+].C[Si]([N-:49][Si](C)(C)C)(C)C, predict the reaction product. The product is: [Cl:17][C:15]1[CH:14]=[CH:13][C:11]2[S:12][C:8]([C:6]3[CH:5]=[CH:4][N:3]=[C:2]([NH2:49])[CH:7]=3)=[C:9]([CH3:18])[C:10]=2[CH:16]=1. (2) Given the reactants [Cl:1][CH2:2][CH2:3][CH2:4][CH2:5][CH2:6][OH:7].[O:8]1[CH:13]=[CH:12][CH2:11][CH2:10][CH2:9]1.[Na].C(=O)([O-])O, predict the reaction product. The product is: [Cl:1][CH2:2][CH2:3][CH2:4][CH2:5][CH2:6][O:7][CH:9]1[CH2:10][CH2:11][CH2:12][CH2:13][O:8]1. (3) Given the reactants [CH2:1]([O:8][C:9]1[CH:16]=[CH:15][C:12]([CH:13]=[O:14])=[C:11]([OH:17])[C:10]=1[CH3:18])[C:2]1[CH:7]=[CH:6][CH:5]=[CH:4][CH:3]=1.[CH3:19]OS(OC)(=O)=O.[OH-].[Na+].O1CCOCC1, predict the reaction product. The product is: [CH2:1]([O:8][C:9]1[CH:16]=[CH:15][C:12]([CH:13]=[O:14])=[C:11]([O:17][CH3:19])[C:10]=1[CH3:18])[C:2]1[CH:3]=[CH:4][CH:5]=[CH:6][CH:7]=1. (4) Given the reactants C(OC([NH:8][C@H:9]([C:11]([NH:13][C@@H:14]([C:19](=O)[CH3:20])[C:15]([O:17][CH3:18])=[O:16])=[O:12])[CH3:10])=O)(C)(C)C.Cl, predict the reaction product. The product is: [OH:12][C:11]1[N:13]=[C:14]([C:15]([O:17][CH3:18])=[O:16])[C:19]([CH3:20])=[N:8][C:9]=1[CH3:10].